Dataset: Reaction yield outcomes from USPTO patents with 853,638 reactions. Task: Predict the reaction yield, written as a fraction of the theoretical maximum amount of product (1.0 means a 100% yield; for example, 0.34 means a 34% yield). The reactants are C[O:2][C:3]([C:5]1[N:9]=[CH:8][N:7]([CH2:10][O:11][CH2:12][CH2:13][Si:14]([CH3:17])([CH3:16])[CH3:15])[N:6]=1)=[O:4].[OH-].[K+:19]. The catalyst is CCO.CCOCC. The product is [K+:19].[CH3:15][Si:14]([CH3:17])([CH3:16])[CH2:13][CH2:12][O:11][CH2:10][N:7]1[CH:8]=[N:9][C:5]([C:3]([O-:4])=[O:2])=[N:6]1. The yield is 0.970.